This data is from Reaction yield outcomes from USPTO patents with 853,638 reactions. The task is: Predict the reaction yield, written as a fraction of the theoretical maximum amount of product (1.0 means a 100% yield; for example, 0.34 means a 34% yield). (1) The reactants are Br[C:2]1[CH:21]=[CH:20][C:5]([CH2:6][C:7]2[C:11]3[CH:12]=[CH:13][CH:14]=[CH:15][C:10]=3[O:9][C:8]=2[CH2:16][CH2:17][CH2:18][CH3:19])=[CH:4][CH:3]=1.[B:22]1([B:22]2[O:26][C:25]([CH3:28])([CH3:27])[C:24]([CH3:30])([CH3:29])[O:23]2)[O:26][C:25]([CH3:28])([CH3:27])[C:24]([CH3:30])([CH3:29])[O:23]1.C([O-])(=O)C.[K+].C(Cl)Cl. The catalyst is CS(C)=O.O.C1C=CC(P(C2C=CC=CC=2)[C-]2C=CC=C2)=CC=1.C1C=CC(P(C2C=CC=CC=2)[C-]2C=CC=C2)=CC=1.Cl[Pd]Cl.[Fe+2]. The product is [CH2:16]([C:8]1[O:9][C:10]2[CH:15]=[CH:14][CH:13]=[CH:12][C:11]=2[C:7]=1[CH2:6][C:5]1[CH:20]=[CH:21][C:2]([B:22]2[O:26][C:25]([CH3:28])([CH3:27])[C:24]([CH3:30])([CH3:29])[O:23]2)=[CH:3][CH:4]=1)[CH2:17][CH2:18][CH3:19]. The yield is 0.690. (2) The reactants are [BH4-].[Na+].[CH2:3]1[O:13][C:7]2([CH2:12][CH2:11][CH2:10][CH2:9][CH2:8]2)[O:6][CH2:5][CH2:4]1.Cl. The catalyst is O1CCCC1.[Cl-].[Zr+4].[Cl-].[Cl-].[Cl-]. The product is [CH:7]1([O:6][CH2:5][CH2:4][CH2:3][OH:13])[CH2:12][CH2:11][CH2:10][CH2:9][CH2:8]1. The yield is 0.780.